From a dataset of Forward reaction prediction with 1.9M reactions from USPTO patents (1976-2016). Predict the product of the given reaction. (1) Given the reactants N[C@H](C(O)=O)C[C:4]1[N:8]=[CH:7][NH:6][CH:5]=1.Br[C:13]1[CH:18]=[CH:17][C:16]([N+:19]([O-:21])=[O:20])=[CH:15][C:14]=1[O:22][CH3:23].N1C=CN=C1.C([O-])([O-])=O.[K+].[K+].C([O-])(O)=O.[Na+], predict the reaction product. The product is: [CH3:23][O:22][C:14]1[CH:15]=[C:16]([N+:19]([O-:21])=[O:20])[CH:17]=[CH:18][C:13]=1[N:6]1[CH:5]=[CH:4][N:8]=[CH:7]1. (2) Given the reactants [CH3:1][O:2][C:3]1[C:35]([O:36][CH3:37])=[CH:34][C:6]([CH2:7][O:8][C:9]([NH:11][C:12]2[CH:29]=[C:28]([O:30][CH3:31])[C:27]([O:32][CH3:33])=[CH:26][C:13]=2[C:14]([N:16]2[CH2:20][CH2:19][CH2:18][CH:17]2[CH2:21][O:22][C:23](=[O:25])[CH3:24])=[O:15])=[O:10])=[C:5]([N+:38]([O-:40])=[O:39])[CH:4]=1.[C:41]([O:44][CH2:45][CH:46]1[CH2:50]CCN1C(C1C=C(OC)C(OC)=CC=1[N+]([O-])=O)=O)(=[O:43])[CH3:42].[C:66]([SiH2]OC(C)(C)C1CCCN1C(C1C=C(OC)C(OC)=CC=1[N+]([O-])=O)=O)(C)(C)C.C(OC(=O)NC1C=C(OC)C(OC)=CC=1C(N1CCCC1C(C)(C)O[SiH2]C(C)(C)C)=O)C1C=CC=CC=1.OCC1CCCN1C(C1C=C(OC)C(OC)=CC=1N=C=O)=O.NC1C=C(OC)C(OC)=CC=1C(N1CCCC1COC(=O)C)=O, predict the reaction product. The product is: [CH2:45]([O:44][C:41](=[O:43])[CH2:42][CH2:66][CH2:1][O:2][C:3]1[CH:4]=[C:5]([N+:38]([O-:40])=[O:39])[C:6]([CH2:7][O:8][C:9](=[O:10])[NH:11][C:12]2[CH:29]=[C:28]([O:30][CH3:31])[C:27]([O:32][CH3:33])=[CH:26][C:13]=2[C:14]([N:16]2[CH2:20][CH2:19][CH2:18][CH:17]2[CH2:21][O:22][C:23](=[O:25])[CH3:24])=[O:15])=[CH:34][C:35]=1[O:36][CH3:37])[CH:46]=[CH2:50]. (3) Given the reactants Cl.[CH2:2]([N:9]1[CH2:14][CH2:13][C@@H:12]([CH:15]2[CH2:17][CH2:16]2)[C@H:11]([NH:18]P(=O)(OCC)OCC)[CH2:10]1)[C:3]1[CH:8]=[CH:7][CH:6]=[CH:5][CH:4]=1.[CH3:27][C:28]([O:31][C:32](O[C:32]([O:31][C:28]([CH3:30])([CH3:29])[CH3:27])=[O:33])=[O:33])([CH3:30])[CH3:29].C(OCC)(=O)C, predict the reaction product. The product is: [CH2:2]([N:9]1[CH2:14][CH2:13][C@@H:12]([CH:15]2[CH2:16][CH2:17]2)[C@H:11]([NH:18][C:32](=[O:33])[O:31][C:28]([CH3:30])([CH3:29])[CH3:27])[CH2:10]1)[C:3]1[CH:4]=[CH:5][CH:6]=[CH:7][CH:8]=1. (4) The product is: [CH3:30][O:29][C:26]1[CH:25]=[CH:24][C:23]([C:22]2[C:15]3[C:14]([NH:13][CH2:12][CH2:11][CH2:10][CH2:9][CH2:8][NH2:7])=[N:19][CH:18]=[N:17][C:16]=3[O:20][C:21]=2[C:31]2[CH:36]=[CH:35][CH:34]=[CH:33][CH:32]=2)=[CH:28][CH:27]=1. Given the reactants C(OC(=O)[NH:7][CH2:8][CH2:9][CH2:10][CH2:11][CH2:12][NH:13][C:14]1[C:15]2[C:22]([C:23]3[CH:28]=[CH:27][C:26]([O:29][CH3:30])=[CH:25][CH:24]=3)=[C:21]([C:31]3[CH:36]=[CH:35][CH:34]=[CH:33][CH:32]=3)[O:20][C:16]=2[N:17]=[CH:18][N:19]=1)(C)(C)C.C1(OC)C=CC=CC=1.FC(F)(F)C(O)=O, predict the reaction product. (5) Given the reactants [F:1][C:2]1[CH:3]=[C:4]([CH2:9][C@H:10]([NH:14][C:15](=[O:24])OCC2C=CC=CC=2)[C@H:11]2[CH2:13][O:12]2)[CH:5]=[C:6]([F:8])[CH:7]=1.[CH:25]1([NH2:35])[C:34]2[C:29](=[CH:30][CH:31]=[CH:32][CH:33]=2)CCC1.[CH2:36]([N:39]([CH2:53][CH2:54][CH3:55])[C:40]([C:42]1[CH:43]=[C:44]([CH:48]=[C:49](CC)[CH:50]=1)C(O)=O)=[O:41])CC, predict the reaction product. The product is: [CH2:25]([NH:35][CH2:13][C@@H:11]([OH:12])[C@@H:10]([NH:14][C:15](=[O:24])[C:44]1[CH:48]=[CH:49][CH:50]=[C:42]([C:40]([N:39]([CH3:36])[CH2:53][CH2:54][CH3:55])=[O:41])[CH:43]=1)[CH2:9][C:4]1[CH:5]=[C:6]([F:8])[CH:7]=[C:2]([F:1])[CH:3]=1)[C:34]1[CH:29]=[CH:30][CH:31]=[CH:32][CH:33]=1. (6) Given the reactants CN(C(ON1N=NC2C=CC=NC1=2)=[N+](C)C)C.F[P-](F)(F)(F)(F)F.[CH3:25][O:26][C@:27]1([C:36]2[CH:41]=[CH:40][C:39]([C:42]3[CH:47]=[CH:46][CH:45]=[CH:44][C:43]=3[CH:48]=[CH2:49])=[CH:38][CH:37]=2)[CH2:31][NH:30][C@H:29]([C:32]([O:34][CH3:35])=[O:33])[CH2:28]1.[CH2:50]([O:57][C:58]([NH:60][C@@H:61]([C:65]([CH3:68])([CH3:67])[CH3:66])[C:62](O)=[O:63])=[O:59])[CH2:51][CH2:52][CH2:53][CH2:54][CH:55]=[CH2:56].CCN(C(C)C)C(C)C, predict the reaction product. The product is: [CH2:50]([O:57][C:58]([NH:60][C@@H:61]([C:65]([CH3:68])([CH3:67])[CH3:66])[C:62]([N:30]1[CH2:31][C@:27]([O:26][CH3:25])([C:36]2[CH:41]=[CH:40][C:39]([C:42]3[CH:47]=[CH:46][CH:45]=[CH:44][C:43]=3[CH:48]=[CH2:49])=[CH:38][CH:37]=2)[CH2:28][C@H:29]1[C:32]([O:34][CH3:35])=[O:33])=[O:63])=[O:59])[CH2:51][CH2:52][CH2:53][CH2:54][CH:55]=[CH2:56]. (7) Given the reactants [OH:1][CH2:2][CH2:3][CH2:4][CH2:5][NH:6][C:7]([C:9]1[CH2:10]S[C:12]2[C:17]([CH:18]=1)=[CH:16][CH:15]=[CH:14][CH:13]=2)=[O:8].[O:19]1C2C(=CC=CC=2)C=C(C(O)=O)C1, predict the reaction product. The product is: [OH:1][CH2:2][CH2:3][CH2:4][CH2:5][NH:6][C:7]([C:9]1[CH2:10][O:19][C:12]2[C:17]([CH:18]=1)=[CH:16][CH:15]=[CH:14][CH:13]=2)=[O:8].